From a dataset of Peptide-MHC class II binding affinity with 134,281 pairs from IEDB. Regression. Given a peptide amino acid sequence and an MHC pseudo amino acid sequence, predict their binding affinity value. This is MHC class II binding data. The peptide sequence is YDKFLAVVSTVLTGK. The MHC is DRB1_0405 with pseudo-sequence DRB1_0405. The binding affinity (normalized) is 0.593.